The task is: Regression. Given a peptide amino acid sequence and an MHC pseudo amino acid sequence, predict their binding affinity value. This is MHC class I binding data.. This data is from Peptide-MHC class I binding affinity with 185,985 pairs from IEDB/IMGT. (1) The peptide sequence is EKPKFLPDL. The MHC is HLA-A03:01 with pseudo-sequence HLA-A03:01. The binding affinity (normalized) is 0.0847. (2) The peptide sequence is ETKLGKAGY. The MHC is HLA-A26:01 with pseudo-sequence HLA-A26:01. The binding affinity (normalized) is 0.680. (3) The peptide sequence is RPAPARLPL. The MHC is HLA-A02:03 with pseudo-sequence HLA-A02:03. The binding affinity (normalized) is 0.0847.